Dataset: Catalyst prediction with 721,799 reactions and 888 catalyst types from USPTO. Task: Predict which catalyst facilitates the given reaction. (1) Reactant: [Cl:1][C:2]1[CH:3]=[C:4]([NH:9][C:10]([C:12]2[C:16]([CH2:17][CH2:18][CH2:19][OH:20])=[N:15][O:14][N:13]=2)=[O:11])[CH:5]=[CH:6][C:7]=1[F:8].[CH3:21][S:22](Cl)(=[O:24])=[O:23]. Product: [CH3:21][S:22]([O:20][CH2:19][CH2:18][CH2:17][C:16]1[C:12]([C:10]([NH:9][C:4]2[CH:5]=[CH:6][C:7]([F:8])=[C:2]([Cl:1])[CH:3]=2)=[O:11])=[N:13][O:14][N:15]=1)(=[O:24])=[O:23]. The catalyst class is: 2. (2) Reactant: C([O:3][C:4]([CH:6]1[CH:10]([CH2:11][C:12]2[CH:17]=[CH:16][CH:15]=[C:14]([Br:18])[CH:13]=2)[CH2:9][N:8]([CH2:19][C:20]2[CH:25]=[CH:24][CH:23]=[CH:22][CH:21]=2)[CH2:7]1)=O)C.[H-].[H-].[H-].[H-].[Li+].[Al+3].[OH-].[Na+]. Product: [CH2:19]([N:8]1[CH2:9][C@@H:10]([CH2:11][C:12]2[CH:17]=[CH:16][CH:15]=[C:14]([Br:18])[CH:13]=2)[C@H:6]([CH2:4][OH:3])[CH2:7]1)[C:20]1[CH:21]=[CH:22][CH:23]=[CH:24][CH:25]=1. The catalyst class is: 1. (3) Reactant: C1COCC1.[CH3:6][O:7][C:8]1[CH:9]=[C:10]([C@H:14]([NH:16][CH2:17][C@@H:18]2[C@@H:22]([C:23]3[CH:28]=[CH:27][CH:26]=[CH:25][CH:24]=3)[CH2:21][N:20]([C:29]([O:31][C:32]3[CH:37]=[CH:36][C:35]([C:38]([O:40]C)=[O:39])=[CH:34][CH:33]=3)=[O:30])[CH2:19]2)[CH3:15])[CH:11]=[CH:12][CH:13]=1.[OH-].[Li+].Cl. Product: [CH3:6][O:7][C:8]1[CH:9]=[C:10]([C@H:14]([NH:16][CH2:17][C@@H:18]2[C@@H:22]([C:23]3[CH:28]=[CH:27][CH:26]=[CH:25][CH:24]=3)[CH2:21][N:20]([C:29]([O:31][C:32]3[CH:33]=[CH:34][C:35]([C:38]([OH:40])=[O:39])=[CH:36][CH:37]=3)=[O:30])[CH2:19]2)[CH3:15])[CH:11]=[CH:12][CH:13]=1. The catalyst class is: 24. (4) Reactant: Cl.[CH3:2][O:3][C:4]1[C:9]2[N:10]=[C:11]([C:13]3[NH:14][C:15]4[CH2:20][CH2:19][NH:18][CH2:17][C:16]=4[N:21]=3)[S:12][C:8]=2[C:7]([N:22]2[CH2:27][CH2:26][O:25][CH2:24][CH2:23]2)=[CH:6][CH:5]=1.C(N(C(C)C)C(C)C)C.[C:37](Cl)(=[O:39])[CH3:38]. Product: [CH3:2][O:3][C:4]1[C:9]2[N:10]=[C:11]([C:13]3[NH:14][C:15]4[CH2:20][CH2:19][N:18]([C:37](=[O:39])[CH3:38])[CH2:17][C:16]=4[N:21]=3)[S:12][C:8]=2[C:7]([N:22]2[CH2:23][CH2:24][O:25][CH2:26][CH2:27]2)=[CH:6][CH:5]=1. The catalyst class is: 7.